This data is from Forward reaction prediction with 1.9M reactions from USPTO patents (1976-2016). The task is: Predict the product of the given reaction. (1) Given the reactants [Br:1][C:2]1[CH:3]=[C:4]([C:18]([O:20]C)=[O:19])[C:5]([O:8][C:9]2[C:14]([CH3:15])=[CH:13][C:12]([CH3:16])=[CH:11][C:10]=2[CH3:17])=[N:6][CH:7]=1.[OH-].[Na+].Cl, predict the reaction product. The product is: [Br:1][C:2]1[CH:3]=[C:4]([C:18]([OH:20])=[O:19])[C:5]([O:8][C:9]2[C:14]([CH3:15])=[CH:13][C:12]([CH3:16])=[CH:11][C:10]=2[CH3:17])=[N:6][CH:7]=1. (2) The product is: [C:1]([O:5][C:6](=[O:18])[NH:7][C:8]1[CH:13]=[CH:12][C:11]([C:24]#[C:23][Si:20]([CH3:22])([CH3:21])[CH3:19])=[CH:10][C:9]=1[N+:15]([O-:17])=[O:16])([CH3:4])([CH3:3])[CH3:2]. Given the reactants [C:1]([O:5][C:6](=[O:18])[NH:7][C:8]1[CH:13]=[CH:12][C:11](I)=[CH:10][C:9]=1[N+:15]([O-:17])=[O:16])([CH3:4])([CH3:3])[CH3:2].[CH3:19][Si:20]([C:23]#[CH:24])([CH3:22])[CH3:21], predict the reaction product.